Dataset: Full USPTO retrosynthesis dataset with 1.9M reactions from patents (1976-2016). Task: Predict the reactants needed to synthesize the given product. Given the product [OH:32][CH2:31][CH2:30][CH2:29][CH2:28][O:25][C:24](=[O:26])[CH2:23][C:10]1[CH:11]=[C:12]([C:13]2[CH:14]=[CH:15][C:16]([S:19]([CH3:22])(=[O:20])=[O:21])=[CH:17][CH:18]=2)[N:8]([C:5]2[CH:4]=[CH:3][C:2]([F:1])=[CH:7][CH:6]=2)[C:9]=1[CH3:27], predict the reactants needed to synthesize it. The reactants are: [F:1][C:2]1[CH:7]=[CH:6][C:5]([N:8]2[C:12]([C:13]3[CH:18]=[CH:17][C:16]([S:19]([CH3:22])(=[O:21])=[O:20])=[CH:15][CH:14]=3)=[CH:11][C:10]([CH2:23][C:24]([OH:26])=[O:25])=[C:9]2[CH3:27])=[CH:4][CH:3]=1.[CH2:28](O)[CH2:29][CH2:30][CH2:31][OH:32].